This data is from Forward reaction prediction with 1.9M reactions from USPTO patents (1976-2016). The task is: Predict the product of the given reaction. (1) Given the reactants [N+:1]([C:4]1[C:13]2[CH2:12][CH2:11][CH2:10][CH2:9][C:8]=2[CH:7]=[CH:6][C:5]=1[NH:14]C(=O)C)([O-:3])=[O:2].N, predict the reaction product. The product is: [N+:1]([C:4]1[C:13]2[CH2:12][CH2:11][CH2:10][CH2:9][C:8]=2[CH:7]=[CH:6][C:5]=1[NH2:14])([O-:3])=[O:2]. (2) Given the reactants [O:1]1[CH:5]=[C:4]([C:6]([CH:8]2[CH2:12][N:11]([C@H:13]([C:15]3[CH:20]=[CH:19][CH:18]=[CH:17][CH:16]=3)[CH3:14])[C:10](=[O:21])[CH2:9]2)=O)[N:3]=[CH:2]1.Cl.[CH2:23]([O:30][NH2:31])[C:24]1[CH:29]=[CH:28][CH:27]=[CH:26][CH:25]=1, predict the reaction product. The product is: [CH2:23]([O:30][N:31]=[C:6]([C:4]1[N:3]=[CH:2][O:1][CH:5]=1)[CH:8]1[CH2:12][N:11]([C@H:13]([C:15]2[CH:20]=[CH:19][CH:18]=[CH:17][CH:16]=2)[CH3:14])[C:10](=[O:21])[CH2:9]1)[C:24]1[CH:29]=[CH:28][CH:27]=[CH:26][CH:25]=1. (3) Given the reactants [C:1]([O:5][C:6](=[O:23])[NH:7][C:8]1[S:9][CH:10]=[C:11]([CH2:13][S:14][C:15]2[CH:20]=[CH:19][C:18]([Cl:21])=[CH:17][C:16]=2[NH2:22])[N:12]=1)([CH3:4])([CH3:3])[CH3:2].[O:24]1[C:28]2[CH:29]=[CH:30][CH:31]=[CH:32][C:27]=2[CH:26]=[C:25]1[S:33](Cl)(=[O:35])=[O:34], predict the reaction product. The product is: [C:1]([O:5][C:6](=[O:23])[NH:7][C:8]1[S:9][CH:10]=[C:11]([CH2:13][S:14][C:15]2[CH:20]=[CH:19][C:18]([Cl:21])=[CH:17][C:16]=2[NH:22][S:33]([C:25]2[O:24][C:28]3[CH:29]=[CH:30][CH:31]=[CH:32][C:27]=3[CH:26]=2)(=[O:34])=[O:35])[N:12]=1)([CH3:4])([CH3:2])[CH3:3]. (4) Given the reactants [CH:1]1([C:4]2[NH:8][N:7]=[C:6]([NH:9][C:10]3[C:15]([I:16])=[CH:14][N:13]=[C:12]([C:17]4[CH:22]=[CH:21][CH:20]=[CH:19][CH:18]=4)[N:11]=3)[CH:5]=2)[CH2:3][CH2:2]1.[H-].[Na+].[O:25](C(OC(C)(C)C)=O)[C:26]([O:28][C:29]([CH3:32])([CH3:31])[CH3:30])=O.C(Cl)Cl, predict the reaction product. The product is: [CH:1]1([C:4]2[N:8]([C:26]([O:28][C:29]([CH3:32])([CH3:31])[CH3:30])=[O:25])[N:7]=[C:6]([NH:9][C:10]3[C:15]([I:16])=[CH:14][N:13]=[C:12]([C:17]4[CH:22]=[CH:21][CH:20]=[CH:19][CH:18]=4)[N:11]=3)[CH:5]=2)[CH2:3][CH2:2]1. (5) Given the reactants C(OC([N:8]1[CH2:13][CH2:12][C:11]2([CH2:18][CH2:17][N:16]([C:19]([N:21]3[C@@:25]([C:27]4[CH:32]=[CH:31][C:30]([Cl:33])=[CH:29][CH:28]=4)([CH3:26])[C@@:24]([C:35]4[CH:40]=[CH:39][C:38]([Cl:41])=[CH:37][CH:36]=4)([CH3:34])[N:23]=[C:22]3[C:42]3[CH:43]=[N:44][C:45]([C:51]([CH3:54])([CH3:53])[CH3:52])=[CH:46][C:47]=3[O:48][CH2:49][CH3:50])=[O:20])[CH2:15][CH2:14]2)[CH2:10][CH2:9]1)=O)(C)(C)C.FC(F)(F)C(O)=O, predict the reaction product. The product is: [C:51]([C:45]1[N:44]=[CH:43][C:42]([C:22]2[N:21]([C:19]([N:16]3[CH2:15][CH2:14][C:11]4([CH2:12][CH2:13][NH:8][CH2:9][CH2:10]4)[CH2:18][CH2:17]3)=[O:20])[C@@:25]([C:27]3[CH:32]=[CH:31][C:30]([Cl:33])=[CH:29][CH:28]=3)([CH3:26])[C@@:24]([C:35]3[CH:36]=[CH:37][C:38]([Cl:41])=[CH:39][CH:40]=3)([CH3:34])[N:23]=2)=[C:47]([O:48][CH2:49][CH3:50])[CH:46]=1)([CH3:52])([CH3:53])[CH3:54]. (6) Given the reactants [CH3:1][C:2]1[N:3]([C:8]2[CH:13]=[CH:12][CH:11]=[C:10]([N+:14]([O-:16])=[O:15])[CH:9]=2)[C:4](=S)[NH:5][N:6]=1.N([O-])=O.[Na+], predict the reaction product. The product is: [CH3:1][C:2]1[N:3]([C:8]2[CH:13]=[CH:12][CH:11]=[C:10]([N+:14]([O-:16])=[O:15])[CH:9]=2)[CH:4]=[N:5][N:6]=1. (7) Given the reactants [N:1]1([C:7]2[N:8]=[C:9]3[NH:17][C@H:16]([C:18]([F:21])([F:20])[F:19])[CH2:15][CH2:14][N:10]3[C:11](=[O:13])[CH:12]=2)[CH2:6][CH2:5][O:4][CH2:3][CH2:2]1.C(=O)([O-])[O-].[Cs+].[Cs+].Br[CH2:29][C:30]1[CH:35]=[C:34]([F:36])[CH:33]=[C:32]([F:37])[CH:31]=1, predict the reaction product. The product is: [F:36][C:34]1[CH:35]=[C:30]([CH:31]=[C:32]([F:37])[CH:33]=1)[CH2:29][N:17]1[C:9]2=[N:8][C:7]([N:1]3[CH2:6][CH2:5][O:4][CH2:3][CH2:2]3)=[CH:12][C:11](=[O:13])[N:10]2[CH2:14][CH2:15][C@H:16]1[C:18]([F:20])([F:21])[F:19]. (8) Given the reactants [Cl:1][C:2]1[CH:14]=[CH:13][C:5]2[CH:6]([CH3:12])[NH:7][NH:8][S:9](=[O:11])(=[O:10])[C:4]=2[C:3]=1[Cl:15].C=O.O1CCC[CH2:19]1.[H][H], predict the reaction product. The product is: [Cl:1][C:2]1[CH:14]=[CH:13][C:5]2[CH:6]([CH3:12])[N:7]([CH3:19])[NH:8][S:9](=[O:11])(=[O:10])[C:4]=2[C:3]=1[Cl:15]. (9) The product is: [NH2:11][C:9]1[N:10]=[C:6]2[CH:5]=[CH:4][CH:3]=[C:2]([C:20]3[CH:19]=[CH:18][C:17]([NH:16][S:13]([CH3:12])(=[O:14])=[O:15])=[CH:22][CH:21]=3)[N:7]2[N:8]=1. Given the reactants Br[C:2]1[N:7]2[N:8]=[C:9]([NH2:11])[N:10]=[C:6]2[CH:5]=[CH:4][CH:3]=1.[CH3:12][S:13]([NH:16][C:17]1[CH:22]=[CH:21][C:20](B(O)O)=[CH:19][CH:18]=1)(=[O:15])=[O:14], predict the reaction product.